From a dataset of Forward reaction prediction with 1.9M reactions from USPTO patents (1976-2016). Predict the product of the given reaction. (1) Given the reactants [C:1]([O:5][C:6]([N:8]1[CH2:12][CH2:11][CH:10]([N:13]2[CH:17]=[C:16]([C:18]3[CH:23]=[CH:22][C:21]([F:24])=[C:20]([C:25]([F:28])([F:27])[F:26])[CH:19]=3)[N:15]=[C:14]2[CH:29]2[CH2:34][CH2:33][NH:32][CH2:31][CH2:30]2)[CH2:9]1)=[O:7])([CH3:4])([CH3:3])[CH3:2].C(N(C(C)C)C(C)C)C.[NH2:44][C:45]1[C:50]([C:51]#[N:52])=[C:49](Cl)[N:48]=[CH:47][N:46]=1, predict the reaction product. The product is: [NH2:44][C:45]1[N:46]=[CH:47][N:48]=[C:49]([N:32]2[CH2:33][CH2:34][CH:29]([C:14]3[N:13]([CH:10]4[CH2:11][CH2:12][N:8]([C:6]([O:5][C:1]([CH3:4])([CH3:2])[CH3:3])=[O:7])[CH2:9]4)[CH:17]=[C:16]([C:18]4[CH:23]=[CH:22][C:21]([F:24])=[C:20]([C:25]([F:27])([F:26])[F:28])[CH:19]=4)[N:15]=3)[CH2:30][CH2:31]2)[C:50]=1[C:51]#[N:52]. (2) Given the reactants [CH:1]1([CH2:4][N:5]2[C:14]3[C:9](=[CH:10][C:11]([N+:15]([O-])=O)=[CH:12][CH:13]=3)[C:8](=[O:18])[N:7]([CH2:19][CH3:20])[C:6]2=[O:21])[CH2:3][CH2:2]1.[H][H], predict the reaction product. The product is: [NH2:15][C:11]1[CH:10]=[C:9]2[C:14](=[CH:13][CH:12]=1)[N:5]([CH2:4][CH:1]1[CH2:2][CH2:3]1)[C:6](=[O:21])[N:7]([CH2:19][CH3:20])[C:8]2=[O:18]. (3) The product is: [Br:1][C:2]1[CH:11]=[CH:10][C:5]([C:6]([OH:8])=[O:7])=[C:4]([C:12]#[N:13])[CH:3]=1. Given the reactants [Br:1][C:2]1[CH:11]=[CH:10][C:5]([C:6]([O:8]C)=[O:7])=[C:4]([C:12]#[N:13])[CH:3]=1.[OH-].[Li+].Cl, predict the reaction product. (4) Given the reactants [F:1][C:2]1[CH:7]=[CH:6][C:5]([C:8]2[N:13]=[N:12][C:11]([N:14]3[CH2:19][CH2:18][CH:17]([NH:20][CH3:21])[CH2:16][CH2:15]3)=[C:10]([CH3:22])[C:9]=2[CH3:23])=[CH:4][CH:3]=1.[C:24]([O:28][C:29]([N:31]1[CH2:36][CH2:35][CH2:34][CH2:33][C@H:32]1[C:37]([OH:39])=O)=[O:30])([CH3:27])([CH3:26])[CH3:25].C(N(CC)CC)C.CCN=C=NCCCN(C)C.C([O-])(O)=O.[Na+], predict the reaction product. The product is: [F:1][C:2]1[CH:7]=[CH:6][C:5]([C:8]2[N:13]=[N:12][C:11]([N:14]3[CH2:19][CH2:18][CH:17]([N:20]([CH3:21])[C:37]([C@@H:32]4[CH2:33][CH2:34][CH2:35][CH2:36][N:31]4[C:29]([O:28][C:24]([CH3:25])([CH3:26])[CH3:27])=[O:30])=[O:39])[CH2:16][CH2:15]3)=[C:10]([CH3:22])[C:9]=2[CH3:23])=[CH:4][CH:3]=1. (5) Given the reactants [H-].[H-].[H-].[H-].[Li+].[Al+3].[Cl:7][C:8]1[C:17]2[C:12](=[CH:13][CH:14]=[CH:15][CH:16]=2)[C:11]([CH:18]=O)=[C:10]([CH3:20])[N:9]=1.O=S(Cl)[Cl:23], predict the reaction product. The product is: [Cl:7][C:8]1[C:17]2[C:12](=[CH:13][CH:14]=[CH:15][CH:16]=2)[C:11]([CH2:18][Cl:23])=[C:10]([CH3:20])[N:9]=1.